Predict which catalyst facilitates the given reaction. From a dataset of Catalyst prediction with 721,799 reactions and 888 catalyst types from USPTO. (1) Reactant: Cl[C:2]1[N:7]=[C:6]2[O:8][CH:9]([C:12]3[CH:17]=[CH:16][C:15]([C:18]4[CH:23]=[C:22]([O:24][CH3:25])[CH:21]=[CH:20][C:19]=4[F:26])=[CH:14][CH:13]=3)[CH2:10][CH2:11][C:5]2=[CH:4][CH:3]=1.CC1(C)C(C)(C)[O:31][B:30](B2OC(C)(C)C(C)(C)O2)[O:29]1.C([O-])(=O)C.[K+].C([O-])(O)=O.[Na+]. Product: [F:26][C:19]1[CH:20]=[CH:21][C:22]([O:24][CH3:25])=[CH:23][C:18]=1[C:15]1[CH:16]=[CH:17][C:12]([CH:9]2[O:8][C:6]3=[N:7][C:2]([B:30]([OH:31])[OH:29])=[CH:3][CH:4]=[C:5]3[CH2:11][CH2:10]2)=[CH:13][CH:14]=1. The catalyst class is: 12. (2) Reactant: [NH2:1][C:2]1[CH:10]=[CH:9][C:5]([C:6]([OH:8])=O)=[CH:4][C:3]=1[C:11]#[N:12].F[P-](F)(F)(F)(F)F.[N:20]1(O[P+](N2CCCC2)(N2CCCC2)N2CCCC2)[C:24]2C=CC=CC=2N=N1.C(N(C(C)C)CC)(C)C.CNC. Product: [NH2:1][C:2]1[CH:10]=[CH:9][C:5]([C:6]([NH:20][CH3:24])=[O:8])=[CH:4][C:3]=1[C:11]#[N:12]. The catalyst class is: 348. (3) Reactant: [CH3:1][N:2]1[CH:6]=[C:5]([C:7]2[CH:8]=[C:9]([CH:22]=[C:23]([NH:25][C:26]3[N:35]=[CH:34][C:33]4[C:28](=[CH:29][CH:30]=[C:31]([C:36]#[C:37][Si:38]([CH3:41])([CH3:40])[CH3:39])[CH:32]=4)[N:27]=3)[CH:24]=2)[O:10][CH2:11][C@H:12]([NH:14]C(=O)OC(C)(C)C)[CH3:13])[CH:4]=[N:3]1.Cl.O1CCOCC1. Product: [NH2:14][C@H:12]([CH3:13])[CH2:11][O:10][C:9]1[CH:22]=[C:23]([NH:25][C:26]2[N:35]=[CH:34][C:33]3[C:28](=[CH:29][CH:30]=[C:31]([C:36]#[C:37][Si:38]([CH3:39])([CH3:41])[CH3:40])[CH:32]=3)[N:27]=2)[CH:24]=[C:7]([C:5]2[CH:4]=[N:3][N:2]([CH3:1])[CH:6]=2)[CH:8]=1. The catalyst class is: 13. (4) Reactant: Br[C:2]1[C:7]([O:8][CH3:9])=[CH:6][C:5]2[O:10][CH2:11][C:12]3[C:16]([C:17]([O:19][CH2:20][CH3:21])=[O:18])=[N:15][N:14]([C:22]4[S:23][CH:24]=[CH:25][N:26]=4)[C:13]=3[C:4]=2[CH:3]=1.[O-]P(OP(OP([O-])([O-])=O)([O-])=O)(=O)[O-].[K+].[K+].[K+].[K+].[K+]. Product: [CH3:9][O:8][C:7]1[C:2]([CH:3]=[C:4]([CH3:13])[CH3:5])=[CH:3][C:4]2[C:13]3[N:14]([C:22]4[S:23][CH:24]=[CH:25][N:26]=4)[N:15]=[C:16]([C:17]([O:19][CH2:20][CH3:21])=[O:18])[C:12]=3[CH2:11][O:10][C:5]=2[CH:6]=1. The catalyst class is: 516.